This data is from Reaction yield outcomes from USPTO patents with 853,638 reactions. The task is: Predict the reaction yield, written as a fraction of the theoretical maximum amount of product (1.0 means a 100% yield; for example, 0.34 means a 34% yield). (1) The reactants are CN(C)/[CH:3]=[CH:4]/[C:5]1[C:15]([N+:16]([O-])=O)=[CH:14][C:13]([N+:19]([O-])=O)=[CH:12][C:6]=1[C:7]([O:9][CH2:10][CH3:11])=[O:8].Cl[Sn]Cl. The catalyst is C(O)C. The product is [NH2:19][C:13]1[CH:12]=[C:6]([C:7]([O:9][CH2:10][CH3:11])=[O:8])[C:5]2[CH:4]=[CH:3][NH:16][C:15]=2[CH:14]=1. The yield is 0.400. (2) The reactants are C([O:3][C:4](=S)[NH:5][C:6]1[CH:11]=[C:10]([S:12]([CH3:15])(=[O:14])=[O:13])[CH:9]=[C:8]([NH:16][C:17]2[N:26]=[CH:25][C:24]3[N:23]([CH3:27])[C:22](=[O:28])[CH2:21][N:20]([CH:29]([CH3:31])[CH3:30])[C:19]=3[N:18]=2)[CH:7]=1)C.[C:33]([O:37][C:38](=[O:47])[NH:39][C@H:40]1[CH2:45][CH2:44][C@@H:43]([NH2:46])[CH2:42][CH2:41]1)([CH3:36])([CH3:35])[CH3:34]. The catalyst is CN(C=O)C.O. The product is [C:33]([O:37][C:38](=[O:47])[NH:39][CH:40]1[CH2:41][CH2:42][CH:43]([NH:46][C:4]([NH:5][C:6]2[CH:11]=[C:10]([S:12]([CH3:15])(=[O:14])=[O:13])[CH:9]=[C:8]([NH:16][C:17]3[N:26]=[CH:25][C:24]4[N:23]([CH3:27])[C:22](=[O:28])[CH2:21][N:20]([CH:29]([CH3:31])[CH3:30])[C:19]=4[N:18]=3)[CH:7]=2)=[O:3])[CH2:44][CH2:45]1)([CH3:36])([CH3:34])[CH3:35]. The yield is 0.990. (3) The reactants are Cl.[NH2:2][OH:3].C1C=CC2C(C3C=CC(O)=CC=3)(C3C=CC(O)=CC=3)OC(=O)C=2C=1.C[O-].[Na+].[OH:31][C:32]1[CH:37]=[CH:36][C:35]([C:38]2[CH:42]=[C:41]([C:43]3[CH:48]=[CH:47][CH:46]=[CH:45][CH:44]=3)[NH:40][C:39]=2[C:49]([NH:51][CH2:52][CH2:53][CH2:54][CH2:55][CH2:56][C:57](OC)=[O:58])=[O:50])=[CH:34][CH:33]=1. The catalyst is CO.C(O)(=O)C.O. The product is [OH:3][NH:2][C:57](=[O:58])[CH2:56][CH2:55][CH2:54][CH2:53][CH2:52][NH:51][C:49]([C:39]1[NH:40][C:41]([C:43]2[CH:48]=[CH:47][CH:46]=[CH:45][CH:44]=2)=[CH:42][C:38]=1[C:35]1[CH:34]=[CH:33][C:32]([OH:31])=[CH:37][CH:36]=1)=[O:50]. The yield is 0.890. (4) The catalyst is C1COCC1.CO. The product is [Br:3][C:4]1[C:12]2[C:7](=[CH:8][CH:9]=[C:10]([O:13][CH2:14][CH2:15][OH:16])[CH:11]=2)[NH:6][C:5]=1[C:24]([OH:26])=[O:25]. The reactants are [Li+].[OH-].[Br:3][C:4]1[C:12]2[C:7](=[CH:8][CH:9]=[C:10]([O:13][CH2:14][CH2:15][O:16][Si](C(C)(C)C)(C)C)[CH:11]=2)[NH:6][C:5]=1[C:24]([O:26]CC)=[O:25]. The yield is 0.890. (5) The reactants are [Cl:1][C:2]1[CH:9]=[CH:8][C:5]([CH2:6]Cl)=[C:4]([O:10][CH3:11])[CH:3]=1.[C-:12]#[N:13].[Na+]. The catalyst is C(O)C.O. The product is [Cl:1][C:2]1[CH:9]=[CH:8][C:5]([CH2:6][C:12]#[N:13])=[C:4]([O:10][CH3:11])[CH:3]=1. The yield is 0.360. (6) The reactants are O=S(Cl)[Cl:3].[C:5]([O:8][C:9]1[C:10]([CH3:19])=[C:11]([CH:15]=[C:16]([CH3:18])[CH:17]=1)[C:12](O)=[O:13])(=[O:7])[CH3:6].CN(C=O)C.C([O-])(O)=O.[Na+]. The catalyst is CCCCCCC.C(Cl)Cl. The product is [Cl:3][C:12]([C:11]1[C:10]([CH3:19])=[C:9]([O:8][C:5](=[O:7])[CH3:6])[CH:17]=[C:16]([CH3:18])[CH:15]=1)=[O:13]. The yield is 0.862.